From a dataset of Full USPTO retrosynthesis dataset with 1.9M reactions from patents (1976-2016). Predict the reactants needed to synthesize the given product. (1) Given the product [Cl:43][C:42]1[CH:41]=[CH:40][CH:39]=[C:38]([Cl:44])[C:37]=1[CH2:36][O:35][CH2:34][CH2:33][O:32][CH2:31][CH2:30][CH2:29][CH2:28][CH2:27][CH2:26][N:20]1[CH2:19][C@@H:18]([C:16]2[CH:15]=[CH:14][C:12]3[O:13][C:8]([CH3:24])([CH3:7])[O:9][CH2:10][C:11]=3[CH:17]=2)[O:22][C:21]1=[O:23], predict the reactants needed to synthesize it. The reactants are: CC(C)([O-])C.[K+].[CH3:7][C:8]1([CH3:24])[O:13][C:12]2[CH:14]=[CH:15][C:16]([C@H:18]3[O:22][C:21](=[O:23])[NH:20][CH2:19]3)=[CH:17][C:11]=2[CH2:10][O:9]1.Br[CH2:26][CH2:27][CH2:28][CH2:29][CH2:30][CH2:31][O:32][CH2:33][CH2:34][O:35][CH2:36][C:37]1[C:42]([Cl:43])=[CH:41][CH:40]=[CH:39][C:38]=1[Cl:44]. (2) Given the product [CH2:1]([O:8][C:9]1[CH:10]=[CH:11][C:12]([CH2:15][C:16]2[N:28]([CH2:29][CH:30]3[CH2:32][CH2:31]3)[C:27]3[CH:26]=[CH:25][C:22]([C:23]#[N:24])=[CH:21][C:20]=3[N:19]=2)=[N:13][CH:14]=1)[C:2]1[CH:7]=[CH:6][CH:5]=[CH:4][CH:3]=1, predict the reactants needed to synthesize it. The reactants are: [CH2:1]([O:8][C:9]1[CH:10]=[CH:11][C:12]([CH2:15][C:16](O)=O)=[N:13][CH:14]=1)[C:2]1[CH:7]=[CH:6][CH:5]=[CH:4][CH:3]=1.[NH2:19][C:20]1[CH:21]=[C:22]([CH:25]=[CH:26][C:27]=1[NH:28][CH2:29][CH:30]1[CH2:32][CH2:31]1)[C:23]#[N:24].CN(C(ON1N=NC2C=CC=NC1=2)=[N+](C)C)C.F[P-](F)(F)(F)(F)F. (3) Given the product [CH3:25][S:22]([C:19]1[CH:20]=[CH:21][C:16]([S:15][C:8]2[C:7]([CH3:26])=[C:6]([CH2:5][C:4]([OH:27])=[O:3])[N:14]3[C:9]=2[CH:10]=[CH:11][CH:12]=[CH:13]3)=[CH:17][CH:18]=1)(=[O:23])=[O:24], predict the reactants needed to synthesize it. The reactants are: C([O:3][C:4](=[O:27])[CH2:5][C:6]1[N:14]2[C:9]([CH:10]=[CH:11][CH:12]=[CH:13]2)=[C:8]([S:15][C:16]2[CH:21]=[CH:20][C:19]([S:22]([CH3:25])(=[O:24])=[O:23])=[CH:18][CH:17]=2)[C:7]=1[CH3:26])C.CO.[OH-].[Li+].O. (4) Given the product [CH2:31]([NH:30][C:3]1[CH:4]=[CH:5][CH:6]=[C:7]([C:8]2[N:9]=[N:10][N:11]([C:13]3[N:14]([CH3:29])[N:15]=[C:16]([C:22]([F:27])([F:28])[C:23]([F:24])([F:26])[F:25])[C:17]=3[C:18]([F:19])([F:20])[F:21])[CH:12]=2)[C:2]=1[F:1])[CH3:32], predict the reactants needed to synthesize it. The reactants are: [F:1][C:2]1[C:7]([C:8]2[N:9]=[N:10][N:11]([C:13]3[N:14]([CH3:29])[N:15]=[C:16]([C:22]([F:28])([F:27])[C:23]([F:26])([F:25])[F:24])[C:17]=3[C:18]([F:21])([F:20])[F:19])[CH:12]=2)=[CH:6][CH:5]=[CH:4][C:3]=1[NH2:30].[CH:31](=O)[CH3:32].C(O)(=O)C.C([BH3-])#N. (5) Given the product [CH3:11][N:10]([CH2:12][CH2:13][CH:14]=[O:15])[C:9](=[O:21])[O:8][CH2:7][C:1]1[CH:2]=[CH:3][CH:4]=[CH:5][CH:6]=1, predict the reactants needed to synthesize it. The reactants are: [C:1]1([CH2:7][O:8][C:9](=[O:21])[N:10]([CH2:12][CH2:13][CH:14](OCC)[O:15]CC)[CH3:11])[CH:6]=[CH:5][CH:4]=[CH:3][CH:2]=1.C(O)(C(F)(F)F)=O.